From a dataset of TCR-epitope binding with 47,182 pairs between 192 epitopes and 23,139 TCRs. Binary Classification. Given a T-cell receptor sequence (or CDR3 region) and an epitope sequence, predict whether binding occurs between them. (1) The epitope is NYSGVVTTVMF. The TCR CDR3 sequence is CASLTPTFPPGWEQYF. Result: 0 (the TCR does not bind to the epitope). (2) The epitope is GTSGSPIIDK. The TCR CDR3 sequence is CSARDRGRALNEQFF. Result: 0 (the TCR does not bind to the epitope).